Dataset: Catalyst prediction with 721,799 reactions and 888 catalyst types from USPTO. Task: Predict which catalyst facilitates the given reaction. (1) Reactant: [Br:1][C:2]1[CH:7]=[CH:6][C:5]([CH2:8][C:9]([OH:11])=O)=[C:4]([F:12])[CH:3]=1.[CH2:13]([O:15][C:16]1[N:21]=[CH:20][C:19]([NH2:22])=[CH:18][C:17]=1[C:23]([F:26])([F:25])[F:24])[CH3:14].CCN(C(C)C)C(C)C.CN(C(ON1N=NC2C=CC=NC1=2)=[N+](C)C)C.F[P-](F)(F)(F)(F)F. Product: [Br:1][C:2]1[CH:7]=[CH:6][C:5]([CH2:8][C:9]([NH:22][C:19]2[CH:20]=[N:21][C:16]([O:15][CH2:13][CH3:14])=[C:17]([C:23]([F:24])([F:25])[F:26])[CH:18]=2)=[O:11])=[C:4]([F:12])[CH:3]=1. The catalyst class is: 34. (2) Reactant: [CH2:1]([O:8][C:9]1[CH:10]=[C:11]([CH:15]=[CH:16][C:17]=1[CH3:18])[C:12](O)=[O:13])[C:2]1[CH:7]=[CH:6][CH:5]=[CH:4][CH:3]=1.B.C1COCC1.CO.O. Product: [CH2:1]([O:8][C:9]1[CH:10]=[C:11]([CH2:12][OH:13])[CH:15]=[CH:16][C:17]=1[CH3:18])[C:2]1[CH:7]=[CH:6][CH:5]=[CH:4][CH:3]=1. The catalyst class is: 1. (3) Reactant: [CH2:1]([O:4][C:5]1[CH:10]=[CH:9][C:8]([CH3:11])=[CH:7][C:6]=1[C:12]1[N:20]([CH2:21][C:22]2[CH:27]=[CH:26][C:25]([Cl:28])=[CH:24][CH:23]=2)[C:19]2[C:14](=[N:15][C:16]([Cl:35])=[N:17][C:18]=2[NH:29][C@@H:30]([CH:32]2[CH2:34][CH2:33]2)[CH3:31])[N:13]=1)[CH:2]=[CH2:3].B.C1C[O:40]CC1. Product: [Cl:35][C:16]1[N:15]=[C:14]2[C:19]([N:20]([CH2:21][C:22]3[CH:23]=[CH:24][C:25]([Cl:28])=[CH:26][CH:27]=3)[C:12]([C:6]3[CH:7]=[C:8]([CH3:11])[CH:9]=[CH:10][C:5]=3[O:4][CH2:1][CH2:2][CH2:3][OH:40])=[N:13]2)=[C:18]([NH:29][C@@H:30]([CH:32]2[CH2:33][CH2:34]2)[CH3:31])[N:17]=1. The catalyst class is: 1. (4) Product: [C:25]([O:24][C:22]([N:19]1[CH2:18][CH:17]=[C:16]([C:5]2[C:6]3[C:11](=[CH:10][CH:9]=[C:8]([C:12]([OH:14])=[O:13])[CH:7]=3)[NH:3][CH:4]=2)[CH2:21][CH2:20]1)=[O:23])([CH3:28])([CH3:26])[CH3:27]. The catalyst class is: 5. Reactant: [OH-].[K+].[NH:3]1[C:11]2[C:6](=[CH:7][C:8]([C:12]([OH:14])=[O:13])=[CH:9][CH:10]=2)[CH:5]=[CH:4]1.O=[C:16]1[CH2:21][CH2:20][N:19]([C:22]([O:24][C:25]([CH3:28])([CH3:27])[CH3:26])=[O:23])[CH2:18][CH2:17]1.